This data is from Retrosynthesis with 50K atom-mapped reactions and 10 reaction types from USPTO. The task is: Predict the reactants needed to synthesize the given product. (1) Given the product O[C@H]1CCN(C2CNC2)C1, predict the reactants needed to synthesize it. The reactants are: CC(C)(C)OC(=O)N1CC(N2CC[C@H](O)C2)C1. (2) Given the product O=C1Nc2ccc(F)cc2C1=C1OCc2cc(CCCN3CCS(=O)(=O)CC3)ccc21, predict the reactants needed to synthesize it. The reactants are: O=C1Cc2cc(F)ccc2N1.O=C1OCc2cc(CCCN3CCS(=O)(=O)CC3)ccc21. (3) The reactants are: CCCI.C[Si](C)(C)CCOC(=O)C[C@]1(c2ccc(-c3ccc(O)cc3)s2)CCCCS1(=O)=O. Given the product CCCOc1ccc(-c2ccc([C@@]3(CC(=O)OCC[Si](C)(C)C)CCCCS3(=O)=O)s2)cc1, predict the reactants needed to synthesize it. (4) Given the product C[C@@H](O[C@H]1CCc2c(ccc(CN)[n+]2[O-])[C@@H]1c1ccc(F)cc1)c1cc(C(F)(F)F)cc(C(F)(F)F)c1, predict the reactants needed to synthesize it. The reactants are: C[C@@H](O[C@H]1CCc2c(ccc(CNC(=O)OC(C)(C)C)[n+]2[O-])[C@@H]1c1ccc(F)cc1)c1cc(C(F)(F)F)cc(C(F)(F)F)c1. (5) Given the product CCOC(=O)N1CCc2sc3ccn(-c4ccccc4)c3c2CC1, predict the reactants needed to synthesize it. The reactants are: CCOC(=O)N1CCc2sc3cc[nH]c3c2CC1.Ic1ccccc1. (6) Given the product COc1cc[nH]c1/C=C1\C(=O)Nc2cccc(C#CC(O)c3cccc(OC)c3OC)c21, predict the reactants needed to synthesize it. The reactants are: C#CC(O)c1cccc(OC)c1OC.COc1cc[nH]c1/C=C1\C(=O)Nc2cccc(Br)c21. (7) The reactants are: CC(C)c1ccc(S(=O)(=O)Cl)nc1.Cc1ccc(N)cc1. Given the product Cc1ccc(NS(=O)(=O)c2ccc(C(C)C)cn2)cc1, predict the reactants needed to synthesize it.